This data is from Full USPTO retrosynthesis dataset with 1.9M reactions from patents (1976-2016). The task is: Predict the reactants needed to synthesize the given product. (1) Given the product [Cl:1][C:2]1[CH:8]=[CH:7][C:5]([NH:6][CH2:21][C:22]([O:24][CH2:25][CH3:26])=[O:23])=[C:4]([O:9][C:10]2[CH:15]=[CH:14][C:13]([N+:16]([O-:18])=[O:17])=[CH:12][C:11]=2[Cl:19])[CH:3]=1, predict the reactants needed to synthesize it. The reactants are: [Cl:1][C:2]1[CH:8]=[CH:7][C:5]([NH2:6])=[C:4]([O:9][C:10]2[CH:15]=[CH:14][C:13]([N+:16]([O-:18])=[O:17])=[CH:12][C:11]=2[Cl:19])[CH:3]=1.Br[CH2:21][C:22]([O:24][CH2:25][CH3:26])=[O:23].C([O-])(=O)C.[Na+]. (2) Given the product [C:18]([N:13]1[CH2:14][CH2:15][C:16]2[N:17]=[C:9]([C:3]3[CH:4]=[CH:5][C:6]([O:8][C@H:46]4[CH2:47][C@H:44]([N:38]5[CH2:43][CH2:42][CH2:41][CH2:40][CH2:39]5)[CH2:45]4)=[CH:7][C:2]=3[F:1])[S:10][C:11]=2[CH2:12]1)(=[O:20])[CH3:19], predict the reactants needed to synthesize it. The reactants are: [F:1][C:2]1[CH:7]=[C:6]([OH:8])[CH:5]=[CH:4][C:3]=1[C:9]1[S:10][C:11]2[CH2:12][N:13]([C:18](=[O:20])[CH3:19])[CH2:14][CH2:15][C:16]=2[N:17]=1.C1OCCOCCOCCOCCOC1.[H-].[Na+].[N:38]1([CH:44]2[CH2:47][CH:46](OS(C3C=CC(Br)=CC=3)(=O)=O)[CH2:45]2)[CH2:43][CH2:42][CH2:41][CH2:40][CH2:39]1. (3) Given the product [S:1]1[C:2]2[CH:12]=[CH:11][CH:10]=[CH:9][C:3]=2[C:4]([CH2:6][CH2:7][NH:8][CH2:24][CH:25]2[O:39][C:29]3=[C:30]4[C:35](=[CH:36][CH:37]=[C:28]3[O:27][CH2:26]2)[N:34]=[C:33]([CH3:38])[CH:32]=[CH:31]4)=[CH:5]1, predict the reactants needed to synthesize it. The reactants are: [S:1]1[CH:5]=[C:4]([CH2:6][CH2:7][NH2:8])[C:3]2[CH:9]=[CH:10][CH:11]=[CH:12][C:2]1=2.BrC1C=CC(S(O[CH2:24][C@@H:25]2[O:39][C:29]3=[C:30]4[C:35](=[CH:36][CH:37]=[C:28]3[O:27][CH2:26]2)[N:34]=[C:33]([CH3:38])[CH:32]=[CH:31]4)(=O)=O)=CC=1.C(=O)(O)[O-].[Na+]. (4) Given the product [CH3:10][O:11][C:12]1[C:17]2[N:18]=[C:19]([C:21]([F:24])([F:22])[F:23])[O:20][C:16]=2[C:15]([C:5](=[O:8])[CH2:6][CH3:7])=[CH:14][CH:13]=1, predict the reactants needed to synthesize it. The reactants are: [Cl-].[Al+3].[Cl-].[Cl-].[C:5](Cl)(=[O:8])[CH2:6][CH3:7].[CH3:10][O:11][C:12]1[C:17]2[N:18]=[C:19]([C:21]([F:24])([F:23])[F:22])[O:20][C:16]=2[CH:15]=[CH:14][CH:13]=1.Cl. (5) The reactants are: [C:1](Cl)(=[O:3])[CH3:2].[NH2:5][C:6]1[N:11]=[C:10]([O:12][C:13]2[CH:18]=[CH:17][C:16]([NH:19][C:20]([NH:22][C:23]3[CH:28]=[CH:27][C:26]([CH2:29][N:30]4[CH2:35][CH2:34][N:33]([CH3:36])[CH2:32][CH2:31]4)=[C:25]([C:37]([F:40])([F:39])[F:38])[CH:24]=3)=[O:21])=[CH:15][CH:14]=2)[CH:9]=[CH:8][N:7]=1. Given the product [C:1]([NH:5][C:6]1[N:11]=[C:10]([O:12][C:13]2[CH:14]=[CH:15][C:16]([NH:19][C:20]([NH:22][C:23]3[CH:28]=[CH:27][C:26]([CH2:29][N:30]4[CH2:31][CH2:32][N:33]([CH3:36])[CH2:34][CH2:35]4)=[C:25]([C:37]([F:40])([F:39])[F:38])[CH:24]=3)=[O:21])=[CH:17][CH:18]=2)[CH:9]=[CH:8][N:7]=1)(=[O:3])[CH3:2], predict the reactants needed to synthesize it. (6) Given the product [Cl:1][C:2]1[CH:3]=[C:4]([I:9])[C:5]([O:8][CH2:17][CH3:18])=[CH:6][N:7]=1, predict the reactants needed to synthesize it. The reactants are: [Cl:1][C:2]1[N:7]=[CH:6][C:5]([OH:8])=[C:4]([I:9])[CH:3]=1.C(=O)([O-])[O-].[K+].[K+].I[CH2:17][CH3:18]. (7) The reactants are: Cl[C:2]1[C:3]([CH:12]=O)=[N:4][CH:5]=[C:6]([C:8]([F:11])([F:10])[F:9])[CH:7]=1.C(=O)([O-])[O-].[K+].[K+].[SH:20][CH2:21][C:22]([O:24][CH2:25][CH3:26])=[O:23].C(OCC)C. Given the product [F:11][C:8]([F:9])([F:10])[C:6]1[CH:7]=[C:2]2[S:20][C:21]([C:22]([O:24][CH2:25][CH3:26])=[O:23])=[CH:12][C:3]2=[N:4][CH:5]=1, predict the reactants needed to synthesize it. (8) The reactants are: [CH3:1][C:2]1[CH:8]=[CH:7][CH:6]=[C:5]([CH3:9])[C:3]=1[NH2:4].C(N(CC)CC)C.O1CCCC1.[Br:22][C:23]1[CH:24]=[C:25]([CH:29]=[CH:30][CH:31]=1)[C:26](Cl)=[O:27]. Given the product [CH3:1][C:2]1[CH:8]=[CH:7][CH:6]=[C:5]([CH3:9])[C:3]=1[NH:4][C:26](=[O:27])[C:25]1[CH:29]=[CH:30][CH:31]=[C:23]([Br:22])[CH:24]=1, predict the reactants needed to synthesize it.